From a dataset of Reaction yield outcomes from USPTO patents with 853,638 reactions. Predict the reaction yield, written as a fraction of the theoretical maximum amount of product (1.0 means a 100% yield; for example, 0.34 means a 34% yield). (1) The reactants are [F:1][C:2]1[C:3]([N+:9]([O-])=O)=[C:4]([OH:8])[CH:5]=[CH:6][CH:7]=1. The catalyst is CCO.[Pd]. The product is [NH2:9][C:3]1[C:2]([F:1])=[CH:7][CH:6]=[CH:5][C:4]=1[OH:8]. The yield is 0.857. (2) The reactants are CC([O:5][C:6]([NH:8][CH:9]([NH:18][CH2:19][C:20]1[CH:25]=[CH:24][CH:23]=[CH:22][C:21]=1[O:26][CH2:27][CH2:28][CH3:29])[NH:10][C:11](=[O:17])[O:12][C:13]([CH3:16])([CH3:15])[CH3:14])=O)(C)C.[CH2:30]([NH:33][CH2:34][CH2:35][CH2:36][CH2:37][CH2:38][CH2:39][CH2:40][CH2:41][NH:42][C:43](=[O:52])[O:44][CH2:45][C:46]1[CH:51]=[CH:50][CH:49]=[CH:48][CH:47]=1)[CH:31]=[CH2:32].CCN(CC)CC. The catalyst is C1COCC1. The product is [CH3:14][C:13]([O:12][C:11]([N:10]=[C:9]([NH:8][C:6]([N:33]([CH2:30][CH:31]=[CH2:32])[CH2:34][CH2:35][CH2:36][CH2:37][CH2:38][CH2:39][CH2:40][CH2:41][NH:42][C:43](=[O:52])[O:44][CH2:45][C:46]1[CH:47]=[CH:48][CH:49]=[CH:50][CH:51]=1)=[O:5])[NH:18][CH2:19][C:20]1[CH:25]=[CH:24][CH:23]=[CH:22][C:21]=1[O:26][CH2:27][CH:28]=[CH2:29])=[O:17])([CH3:15])[CH3:16]. The yield is 0.800. (3) The reactants are [CH3:1][C:2]1[CH:7]=[CH:6][C:5]([CH3:8])=[CH:4][C:3]=1[NH:9][C:10]1[N:15]2[N:16]=[CH:17][C:18]([C:19](O)=[O:20])=[C:14]2[N:13]=[CH:12][C:11]=1[C:22]([N:24]1[CH2:29][CH2:28][C:27]2([C:33]3[CH:34]=[CH:35][CH:36]=[CH:37][C:32]=3[O:31][CH2:30]2)[CH2:26][CH2:25]1)=[O:23].[CH:38]1([S:41]([NH2:44])(=[O:43])=[O:42])[CH2:40][CH2:39]1. No catalyst specified. The product is [CH3:1][C:2]1[CH:7]=[CH:6][C:5]([CH3:8])=[CH:4][C:3]=1[NH:9][C:10]1[N:15]2[N:16]=[CH:17][C:18]([C:19]([NH:44][S:41]([CH:38]3[CH2:40][CH2:39]3)(=[O:43])=[O:42])=[O:20])=[C:14]2[N:13]=[CH:12][C:11]=1[C:22]([N:24]1[CH2:25][CH2:26][C:27]2([C:33]3[CH:34]=[CH:35][CH:36]=[CH:37][C:32]=3[O:31][CH2:30]2)[CH2:28][CH2:29]1)=[O:23]. The yield is 0.550. (4) The reactants are O.C[Si]([Cl:6])(C)C.[OH:7][C:8]1[CH:9]=[C:10]([C@@:14]2([OH:35])[C@H:19]([CH2:20][N:21]([CH3:30])[CH2:22][CH2:23][C:24]3[CH:29]=[CH:28][CH:27]=[CH:26][CH:25]=3)[C@@H:18]3[CH2:31][C@@H:16]([C:17]3([CH3:33])[CH3:32])[C@H:15]2[CH3:34])[CH:11]=[CH:12][CH:13]=1. The catalyst is CC(=O)CC. The product is [ClH:6].[OH:7][C:8]1[CH:9]=[C:10]([C@@:14]2([OH:35])[C@H:19]([CH2:20][N:21]([CH3:30])[CH2:22][CH2:23][C:24]3[CH:29]=[CH:28][CH:27]=[CH:26][CH:25]=3)[C@@H:18]3[CH2:31][C@@H:16]([C:17]3([CH3:32])[CH3:33])[C@H:15]2[CH3:34])[CH:11]=[CH:12][CH:13]=1. The yield is 0.853. (5) The reactants are C(N(CC)CC)C.[N:8]1[CH:9]=[N:10][N:11]2[CH:16]=[CH:15][C:14]([C:17]3[O:21][C:20]([SH:22])=[N:19][N:18]=3)=[CH:13][C:12]=12.[F:23][C:24]1[CH:25]=[C:26]([CH:29]=[CH:30][CH:31]=1)[CH2:27]Cl. No catalyst specified. The product is [F:23][C:24]1[CH:25]=[C:26]([CH:29]=[CH:30][CH:31]=1)[CH2:27][S:22][C:20]1[O:21][C:17]([C:14]2[CH:15]=[CH:16][N:11]3[N:10]=[CH:9][N:8]=[C:12]3[CH:13]=2)=[N:18][N:19]=1. The yield is 0.270. (6) The reactants are [CH3:1][O:2][C:3]1[CH:8]=[CH:7][C:6]([C:9]2[N:10]=[C:11]([CH:18]3[CH2:23][CH2:22][NH:21][CH2:20][CH2:19]3)[N:12]3[CH:17]=[CH:16][CH:15]=[CH:14][C:13]=23)=[CH:5][CH:4]=1.CCN(C(C)C)C(C)C.Br[CH2:34][CH2:35][C:36]1[CH:41]=[CH:40][CH:39]=[CH:38][CH:37]=1.C(Cl)Cl. The catalyst is C(#N)C. The product is [CH3:1][O:2][C:3]1[CH:8]=[CH:7][C:6]([C:9]2[N:10]=[C:11]([CH:18]3[CH2:23][CH2:22][N:21]([CH2:34][CH2:35][C:36]4[CH:41]=[CH:40][CH:39]=[CH:38][CH:37]=4)[CH2:20][CH2:19]3)[N:12]3[CH:17]=[CH:16][CH:15]=[CH:14][C:13]=23)=[CH:5][CH:4]=1. The yield is 0.0600. (7) The reactants are [CH:1]([N:4]1[C:8]([CH:9]2[CH2:14][CH2:13][N:12]([CH:15]3COC3)[CH2:11][CH2:10]2)=[CH:7][C:6]([C:19]2[CH:20]=[C:21]([C:26]([F:29])([F:28])[F:27])[C:22]([NH2:25])=[N:23][CH:24]=2)=[N:5]1)([CH3:3])[CH3:2].IC1C=C(C2CCN(C)CC2)N(C(C)C)N=1. No catalyst specified. The product is [CH:1]([N:4]1[C:8]([CH:9]2[CH2:14][CH2:13][N:12]([CH3:15])[CH2:11][CH2:10]2)=[CH:7][C:6]([C:19]2[CH:20]=[C:21]([C:26]([F:29])([F:28])[F:27])[C:22]([NH2:25])=[N:23][CH:24]=2)=[N:5]1)([CH3:3])[CH3:2]. The yield is 0.900. (8) The reactants are Br[C:2]1[C:3]([O:13][CH3:14])=[C:4]([CH:10]([OH:12])[CH3:11])[CH:5]=[C:6]([Cl:9])[C:7]=1[CH3:8].CC1(C)C(C)(C)OB([C:23]2[CH:24]=[CH:25][C:26]([C:29]#[N:30])=[N:27][CH:28]=2)O1.C(=O)([O-])[O-].[Na+].[Na+].ClCCl. The catalyst is C(#N)C.C1C=CC(P(C2C=CC=CC=2)[C-]2C=CC=C2)=CC=1.C1C=CC(P(C2C=CC=CC=2)[C-]2C=CC=C2)=CC=1.Cl[Pd]Cl.[Fe+2]. The product is [Cl:9][C:6]1[C:7]([CH3:8])=[C:2]([C:23]2[CH:24]=[CH:25][C:26]([C:29]#[N:30])=[N:27][CH:28]=2)[C:3]([O:13][CH3:14])=[C:4]([CH:10]([OH:12])[CH3:11])[CH:5]=1. The yield is 0.700. (9) The reactants are [Li][CH2:2]CCC.[Br:6][C:7]1[C:8]2[C:9]3[CH:31]=[CH:30][S:29][C:10]=3[C:11](=[O:28])[N:12]([CH2:20][O:21][CH2:22][CH2:23][Si:24]([CH3:27])([CH3:26])[CH3:25])[C:13]=2[C:14]([CH3:19])=[CH:15][C:16]=1[O:17][CH3:18].IC. The catalyst is C1COCC1. The product is [Br:6][C:7]1[C:8]2[C:9]3[CH:31]=[C:30]([CH3:2])[S:29][C:10]=3[C:11](=[O:28])[N:12]([CH2:20][O:21][CH2:22][CH2:23][Si:24]([CH3:25])([CH3:26])[CH3:27])[C:13]=2[C:14]([CH3:19])=[CH:15][C:16]=1[O:17][CH3:18]. The yield is 0.550.